This data is from Full USPTO retrosynthesis dataset with 1.9M reactions from patents (1976-2016). The task is: Predict the reactants needed to synthesize the given product. (1) Given the product [F:11][C:4]([F:3])([F:10])[C:5](=[O:7])[CH2:21][C:20]([C:15]1[CH:16]=[CH:17][CH:18]=[CH:19][C:14]=1[O:13][CH3:12])=[O:22], predict the reactants needed to synthesize it. The reactants are: [H-].[Na+].[F:3][C:4]([F:11])([F:10])[C:5]([O:7]CC)=O.[CH3:12][O:13][C:14]1[CH:19]=[CH:18][CH:17]=[CH:16][C:15]=1[C:20](=[O:22])[CH3:21].Cl. (2) The reactants are: [CH:1]1([CH2:4][NH:5][C:6]2[C:7]([CH2:25][CH3:26])=[N:8][N:9]3[C:14]([C:15]4[C:20]([CH3:21])=[CH:19][C:18]([CH3:22])=[CH:17][C:16]=4[O:23][CH3:24])=[CH:13][CH:12]=[CH:11][C:10]=23)[CH2:3][CH2:2]1.[O:27]1[CH2:32][CH2:31][CH:30]([CH:33]=O)[CH2:29][CH2:28]1.C(O[BH-](OC(=O)C)OC(=O)C)(=O)C.[Na+].C(=O)([O-])O.[Na+]. Given the product [CH:1]1([CH2:4][N:5]([C:6]2[C:7]([CH2:25][CH3:26])=[N:8][N:9]3[C:14]([C:15]4[C:20]([CH3:21])=[CH:19][C:18]([CH3:22])=[CH:17][C:16]=4[O:23][CH3:24])=[CH:13][CH:12]=[CH:11][C:10]=23)[CH2:33][CH:30]2[CH2:31][CH2:32][O:27][CH2:28][CH2:29]2)[CH2:2][CH2:3]1, predict the reactants needed to synthesize it.